Dataset: HIV replication inhibition screening data with 41,000+ compounds from the AIDS Antiviral Screen. Task: Binary Classification. Given a drug SMILES string, predict its activity (active/inactive) in a high-throughput screening assay against a specified biological target. (1) The result is 0 (inactive). The compound is CC(=O)NC(C)c1ccc(N=NN2CCCC2)cc1. (2) The molecule is CC(C)(C)C1COC2(c3ccccc3)C3CC3C(=O)N12. The result is 0 (inactive). (3) The drug is COc1ccc2c(c1)c1c(n2CCN2CCCCC2)-c2cccc(OC)c2CC1. The result is 0 (inactive). (4) The molecule is CC[N+](CC)(CC)CC.c1ccc2c(c1)[SH+][Sb+]1([SH+]2)[SH+]c2ccccc2[SH+]1. The result is 0 (inactive). (5) The compound is Nc1ccc2c(c1)C(=O)N1CCCC1C(=O)N2. The result is 0 (inactive). (6) The compound is Cn1c(=O)c2c(ncn2Cc2ccc(O)c([N+](=O)[O-])c2)n(C)c1=O. The result is 0 (inactive).